Dataset: Experimentally validated miRNA-target interactions with 360,000+ pairs, plus equal number of negative samples. Task: Binary Classification. Given a miRNA mature sequence and a target amino acid sequence, predict their likelihood of interaction. (1) The miRNA is bta-miR-205 with sequence UCCUUCAUUCCACCGGAGUCUG. The protein sequence of the target gene is MDPKAGGGGEEDDCVDSGAETGGSDYSHLSSTSSELSVEEAQDPFLVSIHIIADPGESQPLQEAIDNVLAWIHPDLPLFRVSERRASRRRRKPPKGAQPALAVVLFLQEEYGEEQILQLHRTLQQPPWRHHHTEQVHGRFLPYLPCSQDFFTLAPGTPLWAIRPVHYGKEIVRFTVYCRYDNYADSLRFYQLILRRSPSQKKADFCIFPIFSNLDVDIQFSLKRLPCDQCPVPTDSSVLEFRVRDIGELVPLLPNPCSPISEGRWQTEDHDGNKILLQAQRVHKKFPKPGRVHHASEKKR.... Result: 0 (no interaction). (2) The miRNA is hsa-miR-4772-3p with sequence CCUGCAACUUUGCCUGAUCAGA. The protein sequence of the target gene is MPAPEQASLVEEGQPQTRQEAASTGPGMEPETTATTILASVKEQELQFQRLTRELEVERQIVASQLERCRLGAESPSIASTSSTEKSFPWRSTDVPNTGVSKPRVSDAVQPNNYLIRTEPEQGTLYSPEQTSLHESEGSLGNSRSSTQMNSYSDSGYQEAGSFHNSQNVSKADNRQQHSFIGSTNNHVVRNSRAEGQTLVQPSVANRAMRRVSSVPSRAQSPSYVISTGVSPSRGSLRTSLGSGFGSPSVTDPRPLNPSAYSSTTLPAARAASPYSQRPASPTAIRRIGSVTSRQTSNPN.... Result: 0 (no interaction).